This data is from Full USPTO retrosynthesis dataset with 1.9M reactions from patents (1976-2016). The task is: Predict the reactants needed to synthesize the given product. Given the product [Br:1][C:2]1[C:3]([CH3:15])=[CH:4][C:5]([CH:8]([N:23]=[CH:22][C:21]2[CH:24]=[CH:25][C:18]([O:17][CH3:16])=[CH:19][CH:20]=2)[C:9]([F:12])([F:11])[F:10])=[N:6][CH:7]=1, predict the reactants needed to synthesize it. The reactants are: [Br:1][C:2]1[C:3]([CH3:15])=[CH:4][C:5]([C:8](O)(O)[C:9]([F:12])([F:11])[F:10])=[N:6][CH:7]=1.[CH3:16][O:17][C:18]1[CH:25]=[CH:24][C:21]([CH2:22][NH2:23])=[CH:20][CH:19]=1.C(O)(=O)C.